From a dataset of Full USPTO retrosynthesis dataset with 1.9M reactions from patents (1976-2016). Predict the reactants needed to synthesize the given product. (1) Given the product [CH3:47][NH:48][CH2:15][C:17]1[N:18]=[C:19]([NH:22][C:23]([C:25]2[C:26]3[N:27]=[CH:28][CH:29]=[N:30][C:31]=3[C:32]([C:35]3[C:36]([F:46])=[C:37]([O:44][CH3:45])[CH:38]=[C:39]([O:42][CH3:43])[C:40]=3[F:41])=[CH:33][CH:34]=2)=[O:24])[NH:20][CH:21]=1, predict the reactants needed to synthesize it. The reactants are: C(O[BH-](OC(=O)C)OC(=O)C)(=O)C.[Na+].[CH:15]([C:17]1[N:18]=[C:19]([NH:22][C:23]([C:25]2[C:26]3[N:27]=[CH:28][CH:29]=[N:30][C:31]=3[C:32]([C:35]3[C:40]([F:41])=[C:39]([O:42][CH3:43])[CH:38]=[C:37]([O:44][CH3:45])[C:36]=3[F:46])=[CH:33][CH:34]=2)=[O:24])[NH:20][CH:21]=1)=O.[CH3:47][NH2:48]. (2) Given the product [CH3:1][O:2][C:3]1[CH:4]=[C:5]([C:9]2[C:17]3[O:16][CH:15]([CH2:18][NH:19][C:30](=[O:31])[O:32][CH2:33][C:34]4[CH:39]=[CH:38][CH:37]=[CH:36][CH:35]=4)[CH2:14][C:13]=3[CH:12]=[CH:11][CH:10]=2)[CH:6]=[CH:7][CH:8]=1, predict the reactants needed to synthesize it. The reactants are: [CH3:1][O:2][C:3]1[CH:4]=[C:5]([C:9]2[C:17]3[O:16][CH:15]([CH2:18][NH2:19])[CH2:14][C:13]=3[CH:12]=[CH:11][CH:10]=2)[CH:6]=[CH:7][CH:8]=1.C(N(C(C)C)CC)(C)C.Cl[C:30]([O:32][CH2:33][C:34]1[CH:39]=[CH:38][CH:37]=[CH:36][CH:35]=1)=[O:31]. (3) Given the product [C:14]([C:13]([NH:12][S:8]([CH2:7][C:1]1[CH:6]=[CH:5][CH:4]=[CH:3][CH:2]=1)(=[O:10])=[O:9])([CH2:16][O:17][C:18]1[CH:23]=[CH:22][CH:21]=[C:20]([Cl:24])[C:19]=1[Cl:25])[CH3:26])#[N:15], predict the reactants needed to synthesize it. The reactants are: [C:1]1([CH2:7][S:8](Cl)(=[O:10])=[O:9])[CH:6]=[CH:5][CH:4]=[CH:3][CH:2]=1.[NH2:12][C:13]([CH3:26])([CH2:16][O:17][C:18]1[CH:23]=[CH:22][CH:21]=[C:20]([Cl:24])[C:19]=1[Cl:25])[C:14]#[N:15]. (4) Given the product [Cl:1][C:2]1[CH:18]=[CH:17][C:5]2[CH2:6][CH2:7][N:8]([C:11](=[O:16])[C:12]([F:15])([F:14])[F:13])[CH2:9][CH2:10][C:4]=2[C:3]=1[NH:34][CH2:33][C:32]1[CH:35]=[CH:36][C:29]([O:28][CH3:27])=[CH:30][CH:31]=1, predict the reactants needed to synthesize it. The reactants are: [Cl:1][C:2]1[CH:18]=[CH:17][C:5]2[CH2:6][CH2:7][N:8]([C:11](=[O:16])[C:12]([F:15])([F:14])[F:13])[CH2:9][CH2:10][C:4]=2[C:3]=1OS(C(F)(F)F)(=O)=O.[CH3:27][O:28][C:29]1[CH:36]=[CH:35][C:32]([CH2:33][NH2:34])=[CH:31][CH:30]=1.C1C=CC(P(C2C(C3C(P(C4C=CC=CC=4)C4C=CC=CC=4)=CC=C4C=3C=CC=C4)=C3C(C=CC=C3)=CC=2)C2C=CC=CC=2)=CC=1.C(=O)([O-])[O-].[Cs+].[Cs+]. (5) Given the product [C:1]([N:4]1[C:13]2[C:8](=[CH:9][C:10]([C:14]([O:16][CH2:17][CH3:18])=[O:15])=[CH:11][CH:12]=2)[CH:7]([NH2:19])[CH:6]([CH3:30])[CH:5]1[CH3:31])(=[O:3])[CH3:2], predict the reactants needed to synthesize it. The reactants are: [C:1]([N:4]1[C:13]2[C:8](=[CH:9][C:10]([C:14]([O:16][CH2:17][CH3:18])=[O:15])=[CH:11][CH:12]=2)[CH:7]([NH:19]C(OCC2C=CC=CC=2)=O)[CH:6]([CH3:30])[CH:5]1[CH3:31])(=[O:3])[CH3:2].